Dataset: hERG potassium channel inhibition data for cardiac toxicity prediction from Karim et al.. Task: Regression/Classification. Given a drug SMILES string, predict its toxicity properties. Task type varies by dataset: regression for continuous values (e.g., LD50, hERG inhibition percentage) or binary classification for toxic/non-toxic outcomes (e.g., AMES mutagenicity, cardiotoxicity, hepatotoxicity). Dataset: herg_karim. The drug is CCNC1CCCC(c2c[nH]c3ccc(NC(=N)c4cccs4)cc23)C1. The result is 0 (non-blocker).